From a dataset of CYP2C19 inhibition data for predicting drug metabolism from PubChem BioAssay. Regression/Classification. Given a drug SMILES string, predict its absorption, distribution, metabolism, or excretion properties. Task type varies by dataset: regression for continuous measurements (e.g., permeability, clearance, half-life) or binary classification for categorical outcomes (e.g., BBB penetration, CYP inhibition). Dataset: cyp2c19_veith. (1) The compound is CCn1c(=O)c2[nH]c(-c3ccccc3)nc2n(CC)c1=O. The result is 0 (non-inhibitor). (2) The molecule is COc1cccc(OCCCOc2ccccc2C(C)C)c1. The result is 1 (inhibitor). (3) The molecule is Cn1c2c([n+]([O-])c1-c1ccccc1)/C(=N/O)CCC2. The result is 1 (inhibitor). (4) The compound is O=c1c(-c2ccc(F)c(F)c2)nc2cncnc2n1Cc1ccc(F)cc1. The result is 1 (inhibitor). (5) The molecule is COc1ccc(CC(NC(C)=O)C(=O)NC2CCN(C(=O)Nc3ccc(Cl)cc3)CC2)cc1OC. The result is 0 (non-inhibitor). (6) The compound is C=CCSC1=Nc2sccc2C2=NC(=O)CN12. The result is 1 (inhibitor).